This data is from Forward reaction prediction with 1.9M reactions from USPTO patents (1976-2016). The task is: Predict the product of the given reaction. (1) Given the reactants [Cl:1][C:2]1[CH:3]=[N:4][C:5]([N:24]2[CH2:28][CH2:27][CH:26]([CH2:29][O:30][C:31]3[CH:36]=[CH:35][CH:34]=[C:33]([F:37])[CH:32]=3)[CH2:25]2)=[C:6]([CH:23]=1)[C:7]([NH:9][C:10]1([C:13]2[CH:22]=[CH:21][C:16]([C:17]([O:19]C)=[O:18])=[CH:15][CH:14]=2)[CH2:12][CH2:11]1)=[O:8].O1CCOCC1.O.[OH-].[Li+], predict the reaction product. The product is: [Cl:1][C:2]1[CH:3]=[N:4][C:5]([N:24]2[CH2:28][CH2:27][CH:26]([CH2:29][O:30][C:31]3[CH:36]=[CH:35][CH:34]=[C:33]([F:37])[CH:32]=3)[CH2:25]2)=[C:6]([CH:23]=1)[C:7]([NH:9][C:10]1([C:13]2[CH:22]=[CH:21][C:16]([C:17]([OH:19])=[O:18])=[CH:15][CH:14]=2)[CH2:12][CH2:11]1)=[O:8]. (2) Given the reactants Cl.C(OCC)C.[Cl:7][C:8]1[CH:35]=[CH:34][C:11]([CH2:12][CH2:13][N:14]2[CH2:18][CH2:17][C@@H:16]([N:19]3[C:25]4[CH:26]=[CH:27][CH:28]=[CH:29][C:24]=4[CH2:23][O:22][C:21]4[CH:30]=[CH:31][CH:32]=[CH:33][C:20]3=4)[CH2:15]2)=[CH:10][CH:9]=1, predict the reaction product. The product is: [ClH:7].[Cl:7][C:8]1[CH:9]=[CH:10][C:11]([CH2:12][CH2:13][N:14]2[CH2:18][CH2:17][C@@H:16]([N:19]3[C:25]4[CH:26]=[CH:27][CH:28]=[CH:29][C:24]=4[CH2:23][O:22][C:21]4[CH:30]=[CH:31][CH:32]=[CH:33][C:20]3=4)[CH2:15]2)=[CH:34][CH:35]=1. (3) Given the reactants [C:1]([O:5][C:6](=[O:24])[NH:7][C@H:8]1[CH2:12][CH2:11][CH2:10][C@@H:9]1[NH:13][C:14]1[CH:19]=[N:18][C:17]([C:20]([F:23])([F:22])[F:21])=[CH:16][N:15]=1)([CH3:4])([CH3:3])[CH3:2].[Br:25]N1C(=O)CCC1=O, predict the reaction product. The product is: [Br:25][C:19]1[C:14]([NH:13][C@H:9]2[CH2:10][CH2:11][CH2:12][C@@H:8]2[NH:7][C:6](=[O:24])[O:5][C:1]([CH3:4])([CH3:2])[CH3:3])=[N:15][CH:16]=[C:17]([C:20]([F:23])([F:21])[F:22])[N:18]=1. (4) Given the reactants [F:1][C:2]1[CH:7]=[CH:6][C:5]([OH:8])=[CH:4][CH:3]=1.CN(C)CC(O)=O.Cl.C([O-])([O-])=O.[Cs+].[Cs+].Br[C:24]1[CH:25]=[C:26]2[C:30](=[C:31]([C:33]#[N:34])[CH:32]=1)[N:29]([CH2:35][O:36][CH2:37][CH2:38][Si:39]([CH3:42])([CH3:41])[CH3:40])[CH:28]=[C:27]2[CH:43]1[CH2:48][CH2:47][N:46]([S:49]([CH2:52][CH3:53])(=[O:51])=[O:50])[CH2:45][CH2:44]1, predict the reaction product. The product is: [CH2:52]([S:49]([N:46]1[CH2:47][CH2:48][CH:43]([C:27]2[C:26]3[C:30](=[C:31]([C:33]#[N:34])[CH:32]=[C:24]([O:8][C:5]4[CH:6]=[CH:7][C:2]([F:1])=[CH:3][CH:4]=4)[CH:25]=3)[N:29]([CH2:35][O:36][CH2:37][CH2:38][Si:39]([CH3:40])([CH3:42])[CH3:41])[CH:28]=2)[CH2:44][CH2:45]1)(=[O:50])=[O:51])[CH3:53]. (5) Given the reactants C[O:2][C:3]([C:5]1[CH2:9][CH:8]([C:10]2[CH:15]=[CH:14][C:13]([C:16]3[CH:21]=[CH:20][CH:19]=[C:18]([O:22][CH2:23][CH3:24])[CH:17]=3)=[CH:12][CH:11]=2)[N:7]([C:25]2[CH:30]=[CH:29][CH:28]=[CH:27][C:26]=2[F:31])[N:6]=1)=[O:4].[OH-].[K+].CO, predict the reaction product. The product is: [CH2:23]([O:22][C:18]1[CH:17]=[C:16]([C:13]2[CH:14]=[CH:15][C:10]([CH:8]3[N:7]([C:25]4[CH:30]=[CH:29][CH:28]=[CH:27][C:26]=4[F:31])[N:6]=[C:5]([C:3]([OH:4])=[O:2])[CH2:9]3)=[CH:11][CH:12]=2)[CH:21]=[CH:20][CH:19]=1)[CH3:24]. (6) Given the reactants Br[C:2]1[CH:3]=[CH:4][C:5]([CH3:8])=[N:6][CH:7]=1.[CH3:9][C:10]([O-:13])(C)[CH3:11].[Na+], predict the reaction product. The product is: [CH3:8][C:5]1[N:6]=[CH:7][C:2]([N:6]2[C:9]3[CH:7]=[CH:2][CH:3]=[CH:11][C:10]=3[O:13][CH2:4][CH2:5]2)=[CH:3][CH:4]=1. (7) Given the reactants Cl[C:2]1[C:7]([CH:8]2[CH2:12][CH2:11][CH2:10][CH2:9]2)=[C:6]([C:13]2[CH:18]=[C:17]([O:19][CH3:20])[CH:16]=[C:15]([O:21][CH3:22])[CH:14]=2)[C:5]([C:23]2[CH:28]=[CH:27][C:26]([F:29])=[CH:25][CH:24]=2)=[C:4]([CH3:30])[N:3]=1.C(O)C.[H][H], predict the reaction product. The product is: [CH:8]1([C:7]2[C:6]([C:13]3[CH:18]=[C:17]([O:19][CH3:20])[CH:16]=[C:15]([O:21][CH3:22])[CH:14]=3)=[C:5]([C:23]3[CH:24]=[CH:25][C:26]([F:29])=[CH:27][CH:28]=3)[C:4]([CH3:30])=[N:3][CH:2]=2)[CH2:9][CH2:10][CH2:11][CH2:12]1. (8) The product is: [CH3:53][O:52][C:50]1[CH:49]=[C:48]([CH2:54][C:55]([NH:2][CH2:3][C:4]2[CH:12]=[CH:11][CH:10]=[C:9]3[C:5]=2[C:6](=[O:22])[N:7]([CH:14]2[CH2:19][CH2:18][C:17](=[O:20])[NH:16][C:15]2=[O:21])[C:8]3=[O:13])=[O:56])[CH:47]=[C:46]([O:45][CH3:44])[CH:51]=1. Given the reactants Cl.[NH2:2][CH2:3][C:4]1[CH:12]=[CH:11][CH:10]=[C:9]2[C:5]=1[C:6](=[O:22])[N:7]([CH:14]1[CH2:19][CH2:18][C:17](=[O:20])[NH:16][C:15]1=[O:21])[C:8]2=[O:13].N12CCCN=C1CCCCC2.ON1C2C=CC=CC=2N=N1.[CH3:44][O:45][C:46]1[CH:47]=[C:48]([CH2:54][C:55](O)=[O:56])[CH:49]=[C:50]([O:52][CH3:53])[CH:51]=1.Cl.CN(C)CCCN=C=NCC, predict the reaction product. (9) Given the reactants [CH2:1]([O:8][CH2:9][CH2:10][CH2:11][CH2:12][O:13][C:14]1[CH:15]=[C:16]([CH:19]=[CH:20][CH:21]=1)[CH:17]=[O:18])[C:2]1[CH:7]=[CH:6][CH:5]=[CH:4][CH:3]=1.[C:22](#[N:24])[CH3:23], predict the reaction product. The product is: [CH2:1]([O:8][CH2:9][CH2:10][CH2:11][CH2:12][O:13][C:14]1[CH:15]=[C:16]([CH:17]([OH:18])[CH2:23][C:22]#[N:24])[CH:19]=[CH:20][CH:21]=1)[C:2]1[CH:3]=[CH:4][CH:5]=[CH:6][CH:7]=1. (10) Given the reactants [CH3:1][C:2]1[N:7]=[C:6]([CH2:8][O:9][C:10]2[CH:15]=[CH:14][C:13](B3OC(C)(C)C(C)(C)O3)=[CH:12][CH:11]=2)[N:5]=[C:4]([NH2:25])[CH:3]=1.[CH2:26](Br)[C:27]1[CH:32]=[CH:31][CH:30]=[CH:29][CH:28]=1.ClC1C=CC(C[N:40]2[C:45]3[CH:46]=[C:47](C4C=CC(COC5C=CC=C(C(F)(F)F)C=5)=CC=4)[S:48][C:44]=3[C:43](=[O:67])[N:42]=[CH:41]2)=CC=1.[Cl:70]C1C=CC(CN2C3C=C(C4C=CC(OCC5C=CC(Cl)=CC=5)=CC=4)SC=3C(=O)N=C2)=CC=1.ClC1C=CC(CN2C3C=C(C4C=CC(COC5C=CC=CC=5)=CC=4)SC=3C(=O)N=C2)=CC=1.ClC1C=CC(CN2C3C=C(C4C=CC(COC5C=CC(Cl)=C(C)C=5)=CC=4)SC=3C(=O)N=C2)=CC=1.ClC1C=CC(CN2C3C=C(C4C=CC(OCC5C=CC(OC)=CC=5)=CC=4)SC=3C(=O)N=C2)=CC=1.ClC1C=CC(CN2C3C=C(C4C=CC(OCC5C=CC(F)=CC=5)=CC=4)SC=3C(=O)N=C2)=CC=1.ClC1C=CC(CN2C3C=C(C4C=CC(OCC5C=CC=CC=5OC)=CC=4)SC=3C(=O)N=C2)=CC=1.ClC1C=CC(CN2C3C=C(C4C=CC(COC5C=C(C(F)(F)F)C=CC=5Cl)=CC=4)SC=3C(=O)N=C2)=CC=1.ClC1C=CC(CN2C3C=C(C4C=CC(OCC5C=CC=CN=5)=C(Cl)C=4)SC=3C(=O)N=C2)=CC=1.ClC1C=CC(CN2C3C=C(C4C=CC(OCC5C=NC=CN=5)=CC=4)SC=3C(=O)N=C2)=CC=1.ClC1C=CC(CN2C3C=C(C4C=CC=C(COCC5C=CC(F)=CC=5)C=4)SC=3C(=O)N=C2)=CC=1, predict the reaction product. The product is: [NH2:25][C:4]1[CH:3]=[C:2]([CH3:1])[N:7]=[C:6]([CH2:8][O:9][C:10]2[CH:11]=[CH:12][C:13]([C:47]3[S:48][C:44]4[C:43](=[O:67])[N:42]=[CH:41][N:40]([CH2:26][C:27]5[CH:32]=[CH:31][C:30]([Cl:70])=[CH:29][CH:28]=5)[C:45]=4[CH:46]=3)=[CH:14][CH:15]=2)[N:5]=1.